Dataset: hERG potassium channel inhibition data for cardiac toxicity prediction from Karim et al.. Task: Regression/Classification. Given a drug SMILES string, predict its toxicity properties. Task type varies by dataset: regression for continuous values (e.g., LD50, hERG inhibition percentage) or binary classification for toxic/non-toxic outcomes (e.g., AMES mutagenicity, cardiotoxicity, hepatotoxicity). Dataset: herg_karim. (1) The compound is [O-][S+](c1ccccc1)c1ccc(C=Cc2ccc(F)cc2)nc1. The result is 1 (blocker). (2) The result is 1 (blocker). The molecule is C[C@@H](O[C@H]1CCC(=O)NC[C@@H]1c1ccc(F)cc1)c1cc(C(F)(F)F)cc(C(F)(F)F)c1. (3) The result is 1 (blocker). The drug is CN1CCN(c2cccc3c2CC(NC(=O)c2ccc(OCC(F)(F)F)nc2)CO3)CC1. (4) The compound is Cc1nc2cc(Cl)ccc2c(=O)n1-c1ccc(OC2CCN(C3CCC3)CC2)cc1. The result is 1 (blocker). (5) The compound is N#Cc1ccc(C(=O)N2CCN(c3ccc(OC4CCN(C5CCCC5)CC4)cc3)C(=O)C2)cc1.O=CO. The result is 0 (non-blocker). (6) The drug is Cc1ccc(N2CCN(CCN(C)CC34CCC(CC3)C4(C)C)C2=O)cc1. The result is 1 (blocker). (7) The drug is CC1(c2cc(NC(=O)c3ccn4cc(Oc5ncnc6c5CNC6)ccc34)n[nH]2)CC1. The result is 0 (non-blocker).